From a dataset of Reaction yield outcomes from USPTO patents with 853,638 reactions. Predict the reaction yield, written as a fraction of the theoretical maximum amount of product (1.0 means a 100% yield; for example, 0.34 means a 34% yield). (1) The reactants are [OH:1][C:2]1([C:12]2[S:13][CH:14]=[C:15]([C:17]([OH:19])=O)[N:16]=2)[CH2:11][CH2:10][C:5]2([O:9][CH2:8][CH2:7][O:6]2)[CH2:4][CH2:3]1.CN.C[CH2:23][N:24](CC)CC.C(Cl)CCl.C1C=CC2N(O)N=NC=2C=1. The catalyst is C(Cl)Cl.CCOC(C)=O. The product is [OH:1][C:2]1([C:12]2[S:13][CH:14]=[C:15]([C:17]([NH:24][CH3:23])=[O:19])[N:16]=2)[CH2:11][CH2:10][C:5]2([O:9][CH2:8][CH2:7][O:6]2)[CH2:4][CH2:3]1. The yield is 0.500. (2) The product is [CH3:1][C:2]1[O:6][C:5]([C:7]2[CH:12]=[CH:11][CH:10]=[CH:9][CH:8]=2)=[N:4][C:3]=1[CH2:13][CH2:14][CH2:15][C:16]1[CH:17]=[CH:18][C:19]([O:20][C:21]2([C:25]([O:27][CH2:28][CH3:29])=[O:26])[CH2:24][CH2:23][CH2:22]2)=[CH:30][CH:31]=1. The catalyst is CO.[Pd]. The yield is 1.00. The reactants are [CH3:1][C:2]1[O:6][C:5]([C:7]2[CH:12]=[CH:11][CH:10]=[CH:9][CH:8]=2)=[N:4][C:3]=1[CH2:13]/[CH:14]=[CH:15]/[C:16]1[CH:31]=[CH:30][C:19]([O:20][C:21]2([C:25]([O:27][CH2:28][CH3:29])=[O:26])[CH2:24][CH2:23][CH2:22]2)=[CH:18][CH:17]=1.[H][H]. (3) The reactants are Cl.[F:2][C:3]1[CH:8]=[CH:7][C:6](/[CH:9]=[C:10]2/[C:11](=[O:22])[N:12]=[C:13]([N:15]3[CH2:20][CH2:19][NH:18][CH2:17][C@@H:16]3[CH3:21])[S:14]/2)=[C:5]([OH:23])[CH:4]=1.Br[CH:25]([OH:27])[CH3:26]. The catalyst is CCO. The product is [F:2][C:3]1[CH:8]=[CH:7][C:6](/[CH:9]=[C:10]2/[C:11](=[O:22])[N:12]=[C:13]([N:15]3[CH2:20][CH2:19][N:18]([CH2:26][CH2:25][OH:27])[CH2:17][C@@H:16]3[CH3:21])[S:14]/2)=[C:5]([OH:23])[CH:4]=1. The yield is 0.190. (4) The reactants are [CH2:1]([O:3][C:4]([C:6]1([C:9]2[CH:14]=[CH:13][C:12]([C:15]3[CH:20]=[CH:19][C:18]([C:21]4[S:22][C:23]([F:29])=[CH:24][C:25]=4C(O)=O)=[CH:17][CH:16]=3)=[CH:11][CH:10]=2)[CH2:8][CH2:7]1)=[O:5])[CH3:2].C([N:32]([CH2:35]C)CC)C.C1(P(N=[N+]=[N-])(C2C=CC=CC=2)=[O:44])C=CC=CC=1.[Cl:54][C:55]1[CH:60]=[CH:59][C:58]([C@H:61]([OH:63])[CH3:62])=[CH:57][CH:56]=1.[Cl-].[NH4+]. The catalyst is C1(C)C=CC=CC=1. The product is [CH2:1]([O:3][C:4]([C:6]1([C:9]2[CH:10]=[CH:11][C:12]([C:15]3[CH:20]=[CH:19][C:18]([C:21]4[S:22][C:23]([F:29])=[CH:24][C:25]=4[NH:32][C:35]([O:63][C@@H:61]([C:58]4[CH:59]=[CH:60][C:55]([Cl:54])=[CH:56][CH:57]=4)[CH3:62])=[O:44])=[CH:17][CH:16]=3)=[CH:13][CH:14]=2)[CH2:7][CH2:8]1)=[O:5])[CH3:2]. The yield is 0.750. (5) The reactants are [NH:1]([C:3](=[O:21])[CH2:4][C:5]1[S:6][C:7]2[CH:13]=[C:12]([C:14]([O:16][C:17]([CH3:20])([CH3:19])[CH3:18])=[O:15])[CH:11]=[CH:10][C:8]=2[N:9]=1)[NH2:2].C[C:23]1([CH2:30][C:31](O)=O)[S:27][C:26](=[O:28])[NH:25][C:24]1=[O:29]. No catalyst specified. The product is [O:28]=[C:26]1[NH:25][C:24](=[O:29])[CH:23]([CH2:30][C:31]2[O:21][C:3]([CH2:4][C:5]3[S:6][C:7]4[CH:13]=[C:12]([C:14]([O:16][C:17]([CH3:18])([CH3:20])[CH3:19])=[O:15])[CH:11]=[CH:10][C:8]=4[N:9]=3)=[N:1][N:2]=2)[S:27]1. The yield is 0.380.